The task is: Predict the reactants needed to synthesize the given product.. This data is from Full USPTO retrosynthesis dataset with 1.9M reactions from patents (1976-2016). (1) Given the product [Cl:26][C:12]1[N:11]=[CH:10][C:9]2[O:8][C:5]3[C:4]([C:15]4([C:20]5[N:21]=[CH:22][CH:23]=[CH:24][C:19]=5[O:18][C:17]([NH2:25])=[N:16]4)[C:14]=2[CH:13]=1)=[CH:3][C:2]([C:33]1[C:28]([F:27])=[N:29][CH:30]=[CH:31][CH:32]=1)=[CH:7][CH:6]=3, predict the reactants needed to synthesize it. The reactants are: Br[C:2]1[CH:3]=[C:4]2[C:15]3([C:20]4[N:21]=[CH:22][CH:23]=[CH:24][C:19]=4[O:18][C:17]([NH2:25])=[N:16]3)[C:14]3[CH:13]=[C:12]([Cl:26])[N:11]=[CH:10][C:9]=3[O:8][C:5]2=[CH:6][CH:7]=1.[F:27][C:28]1[C:33](B(O)O)=[CH:32][CH:31]=[CH:30][N:29]=1. (2) Given the product [CH:26]1([CH2:25][C@H:3]([NH:2][C:37]([C:33]2[N:32]([CH3:31])[CH:36]=[CH:35][CH:34]=2)=[O:38])[C:4](=[O:5])[NH:6][C@H:7]2[CH2:13][CH2:12][C@@H:11]([CH3:14])[N:10]([S:15]([C:18]3[CH:23]=[CH:22][CH:21]=[CH:20][N:19]=3)(=[O:16])=[O:17])[CH2:9][C:8]2=[O:24])[CH2:27][CH2:28][CH2:29][CH2:30]1, predict the reactants needed to synthesize it. The reactants are: Cl.[NH2:2][C@@H:3]([CH2:25][CH:26]1[CH2:30][CH2:29][CH2:28][CH2:27]1)[C:4]([NH:6][C@H:7]1[CH2:13][CH2:12][C@@H:11]([CH3:14])[N:10]([S:15]([C:18]2[CH:23]=[CH:22][CH:21]=[CH:20][N:19]=2)(=[O:17])=[O:16])[CH2:9][C@@H:8]1[OH:24])=[O:5].[CH3:31][N:32]1[CH:36]=[CH:35][CH:34]=[C:33]1[C:37](O)=[O:38].CC(OI1(OC(C)=O)(OC(C)=O)OC(=O)C2C=CC=CC1=2)=O. (3) Given the product [NH2:2][CH2:1][C:3]1[CH:8]=[CH:7][N:6]=[C:5]([C:9]2[CH:10]=[C:11]([CH:28]=[CH:29][CH:30]=2)[CH2:12][O:13][C:14]2[CH:19]=[CH:18][CH:17]=[CH:16][C:15]=2[CH2:20][C:21]([O:23][C:24]([CH3:26])([CH3:27])[CH3:25])=[O:22])[N:4]=1, predict the reactants needed to synthesize it. The reactants are: [C:1]([C:3]1[CH:8]=[CH:7][N:6]=[C:5]([C:9]2[CH:10]=[C:11]([CH:28]=[CH:29][CH:30]=2)[CH2:12][O:13][C:14]2[CH:19]=[CH:18][CH:17]=[CH:16][C:15]=2[CH2:20][C:21]([O:23][C:24]([CH3:27])([CH3:26])[CH3:25])=[O:22])[N:4]=1)#[N:2]. (4) Given the product [CH3:9][CH:7]([C:5]1[N:6]=[CH:2][S:3][C:4]=1[C:10]([O:12][CH2:13][CH3:14])=[O:11])[CH3:8], predict the reactants needed to synthesize it. The reactants are: N[C:2]1[S:3][C:4]([C:10]([O:12][CH2:13][CH3:14])=[O:11])=[C:5]([CH:7]([CH3:9])[CH3:8])[N:6]=1.B(F)(F)F.CCOCC.N(OC(C)(C)C)=O.[Na].[OH-].[Na+]. (5) Given the product [F:46][C:45]1[C:40]([O:24][C:23]([C:18]2[NH:19][C:20]3[C:16]([CH:17]=2)=[CH:15][C:14]([C:12](=[O:13])[NH:11][CH2:10][CH2:9][NH:8][C:6]([O:5][C:1]([CH3:4])([CH3:2])[CH3:3])=[O:7])=[CH:22][CH:21]=3)=[O:25])=[C:41]([F:50])[C:42]([F:49])=[C:43]([F:48])[C:44]=1[F:47], predict the reactants needed to synthesize it. The reactants are: [C:1]([O:5][C:6]([NH:8][CH2:9][CH2:10][NH:11][C:12]([C:14]1[CH:15]=[C:16]2[C:20](=[CH:21][CH:22]=1)[NH:19][C:18]([C:23]([OH:25])=[O:24])=[CH:17]2)=[O:13])=[O:7])([CH3:4])([CH3:3])[CH3:2].CCN(C(C)C)C(C)C.FC(F)(F)C(O[C:40]1[C:45]([F:46])=[C:44]([F:47])[C:43]([F:48])=[C:42]([F:49])[C:41]=1[F:50])=O. (6) Given the product [F:14][C:13]([F:16])([F:15])[C:10]1[CH:11]=[CH:12][C:7]([C:4]2[O:3][C:2]([NH:17][C:18]3[CH:19]=[C:20]([OH:24])[CH:21]=[CH:22][CH:23]=3)=[N:6][CH:5]=2)=[CH:8][CH:9]=1, predict the reactants needed to synthesize it. The reactants are: Cl[C:2]1[O:3][C:4]([C:7]2[CH:12]=[CH:11][C:10]([C:13]([F:16])([F:15])[F:14])=[CH:9][CH:8]=2)=[CH:5][N:6]=1.[NH2:17][C:18]1[CH:19]=[C:20]([OH:24])[CH:21]=[CH:22][CH:23]=1.